This data is from Full USPTO retrosynthesis dataset with 1.9M reactions from patents (1976-2016). The task is: Predict the reactants needed to synthesize the given product. (1) The reactants are: [NH2:1][CH2:2][CH:3]([OH:6])[CH2:4][OH:5].[CH3:7][C:8]([O:11][C:12](O[C:12]([O:11][C:8]([CH3:10])([CH3:9])[CH3:7])=[O:13])=[O:13])([CH3:10])[CH3:9].[OH-].[Na+].Cl. Given the product [C:8]([O:11][C:12]([NH:1][CH2:2][CH:3]([OH:6])[CH2:4][OH:5])=[O:13])([CH3:10])([CH3:9])[CH3:7], predict the reactants needed to synthesize it. (2) Given the product [Cl:36][C:22]1[C:17]([C:15]2[S:14][C:13]3[CH:34]=[C:9]([C:8]#[N:7])[CH:10]=[CH:11][C:12]=3[CH:16]=2)=[N:18][C:19]([NH:23][CH2:24][CH2:25][CH2:26][N:27]2[CH2:32][CH2:31][N:30]([CH3:33])[CH2:29][CH2:28]2)=[N:20][CH:21]=1, predict the reactants needed to synthesize it. The reactants are: C(OC(=O)[NH:7][CH2:8][C:9]1[CH:10]=[CH:11][C:12]2[CH:16]=[C:15]([C:17]3[CH:22]=[CH:21][N:20]=[C:19]([NH:23][CH2:24][CH2:25][CH2:26][N:27]4[CH2:32][CH2:31][N:30]([CH3:33])[CH2:29][CH2:28]4)[N:18]=3)[S:14][C:13]=2[CH:34]=1)(C)(C)C.[Cl:36]C1N=C(C2SC3C=C(C#N)C=CC=3C=2)C(Cl)=CN=1.NCCCN1CCN(C)CC1. (3) Given the product [CH3:5][O:6][C:7](=[O:15])[C@H:8]([CH2:13][S:14][CH2:3][CH:2]=[CH2:1])[NH:9][C:10](=[O:12])[CH3:11], predict the reactants needed to synthesize it. The reactants are: [CH2:1](Cl)[CH:2]=[CH2:3].[CH3:5][O:6][C:7](=[O:15])[C@H:8]([CH2:13][SH:14])[NH:9][C:10](=[O:12])[CH3:11].C([O-])([O-])=O.[K+].[K+]. (4) Given the product [NH2:1][C:2]1[C:11]2[CH:10]=[CH:9][C:8]([F:12])=[C:7]([C:27]3[CH:28]=[C:23]([O:22][CH3:21])[CH:24]=[CH:25][C:26]=3[O:29][CH3:30])[C:6]=2[N:5]=[C:4]2[CH2:14][N:15]([CH:18]3[CH2:20][CH2:19]3)[C:16](=[O:17])[C:3]=12, predict the reactants needed to synthesize it. The reactants are: [NH2:1][C:2]1[C:11]2[CH:10]=[CH:9][C:8]([F:12])=[C:7](I)[C:6]=2[N:5]=[C:4]2[CH2:14][N:15]([CH:18]3[CH2:20][CH2:19]3)[C:16](=[O:17])[C:3]=12.[CH3:21][O:22][C:23]1[CH:28]=[CH:27][C:26]([O:29][CH3:30])=[CH:25][C:24]=1B(O)O. (5) Given the product [CH3:47][CH2:46][CH2:45][CH2:44][CH2:43][CH2:42][O:41][C:39](/[N:3]=[C:1](\[NH2:2])/[C:4]1[CH:5]=[CH:6][C:7]([NH:10][CH2:11][C:12]2[N:16]([CH3:17])[C:15]3[CH:18]=[CH:19][C:20]([C:22]([N:24]([C:32]4[CH:37]=[CH:36][CH:35]=[CH:34][N:33]=4)[CH2:25][CH2:26][C:27]([O:29][CH2:30][CH3:31])=[O:28])=[O:23])=[CH:21][C:14]=3[N:13]=2)=[CH:8][CH:9]=1)=[O:40], predict the reactants needed to synthesize it. The reactants are: [C:1]([C:4]1[CH:9]=[CH:8][C:7]([NH:10][CH2:11][C:12]2[N:16]([CH3:17])[C:15]3[CH:18]=[CH:19][C:20]([C:22]([N:24]([C:32]4[CH:37]=[CH:36][CH:35]=[CH:34][N:33]=4)[CH2:25][CH2:26][C:27]([O:29][CH2:30][CH3:31])=[O:28])=[O:23])=[CH:21][C:14]=3[N:13]=2)=[CH:6][CH:5]=1)(=[NH:3])[NH2:2].Cl[C:39]([O:41][CH2:42][CH2:43][CH2:44][CH2:45][CH2:46][CH3:47])=[O:40]. (6) Given the product [Br:1][C:2]1[CH:3]=[C:4]2[C:9](=[CH:10][CH:11]=1)[C:8](=[O:12])[NH:7][C:6](=[O:13])/[C:5]/2=[CH:14]/[O:42][CH3:38].[CH3:30][CH:23]1[CH2:24][N:25]([CH3:29])[CH:26]([CH3:28])[CH2:27][N:22]1[C:19]1[CH:18]=[CH:17][C:16]([NH2:15])=[CH:21][CH:20]=1, predict the reactants needed to synthesize it. The reactants are: [Br:1][C:2]1[CH:3]=[C:4]2[C:9](=[CH:10][CH:11]=1)[C:8](=[O:12])[NH:7][C:6](=[O:13])/[C:5]/2=[CH:14]\[NH:15][C:16]1[CH:21]=[CH:20][C:19]([N:22]2[CH2:27][C@@H:26]([CH3:28])[N:25]([CH3:29])[CH2:24][C@@H:23]2[CH3:30])=[CH:18][CH:17]=1.BrC1C=C2C(=CC=1)[C:38](=[O:42])NC(=O)C2=CNC1C=CC(N2CC(C)NC(C)C2)=CC=1. (7) Given the product [OH:1][C:2]([CH3:33])([CH3:32])[C@H:3]([NH:15][C:16]([N:18]1[CH2:23][C:22](=[O:24])[NH:21][C:20]2[CH:25]=[C:26]([O:30][CH3:31])[C:27]([CH3:29])=[N:28][C:19]1=2)=[O:17])[C:4]1[CH:9]=[CH:8][C:7]([O:10][C:11]([F:12])([F:14])[F:13])=[CH:6][CH:5]=1, predict the reactants needed to synthesize it. The reactants are: [OH:1][C:2]([CH3:33])([CH3:32])[CH:3]([NH:15][C:16]([N:18]1[CH2:23][C:22](=[O:24])[NH:21][C:20]2[CH:25]=[C:26]([O:30][CH3:31])[C:27]([CH3:29])=[N:28][C:19]1=2)=[O:17])[C:4]1[CH:9]=[CH:8][C:7]([O:10][C:11]([F:14])([F:13])[F:12])=[CH:6][CH:5]=1. (8) Given the product [CH3:42][C:40]1[CH:41]=[C:37]([C:35]2[N:36]=[C:31]([C@H:28]3[CH2:27][N:26]4[C:20](=[O:19])[C:21]5[CH:46]=[CH:45][CH:44]=[CH:43][C:22]=5[CH2:23][CH2:24][C@@H:25]4[CH2:30][CH2:29]3)[O:33][N:34]=2)[NH:38][CH:39]=1, predict the reactants needed to synthesize it. The reactants are: CCCC[N+](CCCC)(CCCC)CCCC.[F-].[O:19]=[C:20]1[N:26]2[CH2:27][C@H:28]([C:31]([O:33][N:34]=[C:35]([C:37]3[NH:38][CH:39]=[C:40]([CH3:42])[CH:41]=3)[NH2:36])=O)[CH2:29][CH2:30][C@H:25]2[CH2:24][CH2:23][C:22]2[CH:43]=[CH:44][CH:45]=[CH:46][C:21]1=2.